This data is from Full USPTO retrosynthesis dataset with 1.9M reactions from patents (1976-2016). The task is: Predict the reactants needed to synthesize the given product. (1) Given the product [C:40]([N:1]1[CH2:6][CH2:5][CH:4]([C:7]2[N:11]([C:12]3[CH:13]=[C:14]([CH:20]=[CH:21][CH:22]=3)[C:15]([O:17][CH2:18][CH3:19])=[O:16])[C:10]3[CH:23]=[CH:24][C:25]([C:27]([F:30])([F:29])[F:28])=[CH:26][C:9]=3[N:8]=2)[CH2:3][CH2:2]1)(=[O:41])[CH3:39], predict the reactants needed to synthesize it. The reactants are: [NH:1]1[CH2:6][CH2:5][CH:4]([C:7]2[N:11]([C:12]3[CH:13]=[C:14]([CH:20]=[CH:21][CH:22]=3)[C:15]([O:17][CH2:18][CH3:19])=[O:16])[C:10]3[CH:23]=[CH:24][C:25]([C:27]([F:30])([F:29])[F:28])=[CH:26][C:9]=3[N:8]=2)[CH2:3][CH2:2]1.C(N(CC)CC)C.C1C[O:41][CH2:40][CH2:39]1.C(OC(=O)C)(=O)C. (2) Given the product [CH:1]1([S:4][CH2:5][CH2:6][CH2:7][N:8]2[C:16]3[C:11](=[CH:12][CH:13]=[C:14]([C:30]4[CH:31]=[N:32][C:33]([CH3:36])=[N:34][CH:35]=4)[CH:15]=3)[C:10]([CH3:27])([CH3:26])[C:9]2=[O:28])[CH2:3][CH2:2]1, predict the reactants needed to synthesize it. The reactants are: [CH:1]1([S:4][CH2:5][CH2:6][CH2:7][N:8]2[C:16]3[C:11](=[CH:12][CH:13]=[C:14](B4OC(C)(C)C(C)(C)O4)[CH:15]=3)[C:10]([CH3:27])([CH3:26])[C:9]2=[O:28])[CH2:3][CH2:2]1.Br[C:30]1[CH:31]=[N:32][C:33]([CH3:36])=[N:34][CH:35]=1. (3) Given the product [NH2:2][C@@H:3]([CH:12]([CH3:15])[CH2:13][CH3:14])[C@@H:4]([C:6]1[CH:11]=[CH:10][CH:9]=[CH:8][CH:7]=1)[OH:5], predict the reactants needed to synthesize it. The reactants are: Cl.[NH2:2][C@@H:3]([CH:12]([CH3:15])[CH2:13][CH3:14])[C:4]([C:6]1[CH:11]=[CH:10][CH:9]=[CH:8][CH:7]=1)=[O:5].[BH4-].[Na+]. (4) The reactants are: [CH2:1]([C:5]1[N:6]=[C:7]([CH2:27][OH:28])[NH:8][C:9](=[O:26])[C:10]=1[CH2:11][C:12]1[CH:17]=[CH:16][C:15]([C:18]2[C:19]([C:24]#[N:25])=[CH:20][CH:21]=[CH:22][CH:23]=2)=[CH:14][CH:13]=1)[CH2:2][CH2:3][CH3:4].C(=O)([O-])[O-].[Cs+].[Cs+].Br.Br[CH2:37][C:38]1[CH:43]=[CH:42][CH:41]=[CH:40][N:39]=1.CN(C)C=O. Given the product [CH2:1]([C:5]1[N:6]=[C:7]([CH2:27][OH:28])[N:8]([CH2:37][C:38]2[CH:43]=[CH:42][CH:41]=[CH:40][N:39]=2)[C:9](=[O:26])[C:10]=1[CH2:11][C:12]1[CH:17]=[CH:16][C:15]([C:18]2[C:19]([C:24]#[N:25])=[CH:20][CH:21]=[CH:22][CH:23]=2)=[CH:14][CH:13]=1)[CH2:2][CH2:3][CH3:4], predict the reactants needed to synthesize it. (5) Given the product [Br:12][C:13]1[CH:18]=[CH:17][CH:16]=[C:15]([O:10][CH2:9][CH:5]2[CH2:6][CH2:7][CH2:8][CH2:3][CH2:4]2)[C:14]=1[CH3:20], predict the reactants needed to synthesize it. The reactants are: CN(C)[C:3]1[CH:4]=[C:5]([CH2:9][OH:10])[CH:6]=[CH:7][CH:8]=1.[Br:12][C:13]1[C:14]([CH3:20])=[C:15](O)[CH:16]=[CH:17][CH:18]=1.CC1(C)C(C)(C)OB(C2C=NNC=2)O1. (6) The reactants are: [N:1]1([CH2:6][C:7]([C:9]2[CH:29]=[CH:28][C:12]([O:13][CH2:14][CH2:15][CH2:16][CH2:17][CH2:18][O:19][C:20]3[CH:21]=[CH:22][CH:23]=[C:24]([CH:27]=3)[C:25]#[N:26])=[CH:11][CH:10]=2)=[O:8])[CH:5]=[N:4][CH:3]=[N:2]1.C(O)(=O)C.[Na].[Br:35]Br. Given the product [Br:35][CH:6]([N:1]1[CH:5]=[N:4][CH:3]=[N:2]1)[C:7]([C:9]1[CH:10]=[CH:11][C:12]([O:13][CH2:14][CH2:15][CH2:16][CH2:17][CH2:18][O:19][C:20]2[CH:21]=[CH:22][CH:23]=[C:24]([CH:27]=2)[C:25]#[N:26])=[CH:28][CH:29]=1)=[O:8], predict the reactants needed to synthesize it. (7) Given the product [CH3:1][C:2]1[C:10]2[C:5](=[CH:6][CH:7]=[C:8]([N+:11]([O-:13])=[O:12])[CH:9]=2)[NH:4][C:3]=1[C:14]([O:16][CH2:23][CH3:24])=[O:15], predict the reactants needed to synthesize it. The reactants are: [CH3:1][C:2]1[C:10]2[C:5](=[CH:6][CH:7]=[C:8]([N+:11]([O-:13])=[O:12])[CH:9]=2)[NH:4][C:3]=1[C:14]([OH:16])=[O:15].C(=O)([O-])[O-].[K+].[K+].[CH2:23](I)[CH3:24].O.